Dataset: HIV replication inhibition screening data with 41,000+ compounds from the AIDS Antiviral Screen. Task: Binary Classification. Given a drug SMILES string, predict its activity (active/inactive) in a high-throughput screening assay against a specified biological target. The compound is C[N+]1(CCCl)CCc2cc([N+](=O)[O-])ccc2C1.[Cl-]. The result is 0 (inactive).